This data is from Full USPTO retrosynthesis dataset with 1.9M reactions from patents (1976-2016). The task is: Predict the reactants needed to synthesize the given product. (1) Given the product [CH:36]([C:39]1[CH:40]=[C:41]([CH:45]([CH3:49])[CH2:46][CH:47]=[CH:11][C:9]2[CH:8]=[CH:7][C:6]3[O:2][CH2:3][O:4][C:5]=3[CH:10]=2)[CH:42]=[CH:43][CH:44]=1)([CH3:38])[CH3:37], predict the reactants needed to synthesize it. The reactants are: [Br-].[O:2]1[C:6]2[CH:7]=[CH:8][C:9]([CH2:11][P+](C3C=CC=CC=3)(C3C=CC=CC=3)C3C=CC=CC=3)=[CH:10][C:5]=2[O:4][CH2:3]1.[Li]CCCC.[CH:36]([C:39]1[CH:40]=[C:41]([CH:45]([CH3:49])[CH2:46][CH:47]=O)[CH:42]=[CH:43][CH:44]=1)([CH3:38])[CH3:37].O. (2) Given the product [NH2:17][C:14]1[CH:15]=[CH:16][C:11]([N:7]2[C:8]3[C:4](=[CH:3][C:2]([NH:1][C:29](=[O:30])[C:28]4[CH:27]=[CH:26][C:25]([N:22]5[CH2:23][CH2:24][CH:19]([OH:18])[CH2:20][CH2:21]5)=[CH:33][CH:32]=4)=[CH:10][CH:9]=3)[CH:5]=[N:6]2)=[CH:12][CH:13]=1, predict the reactants needed to synthesize it. The reactants are: [NH2:1][C:2]1[CH:3]=[C:4]2[C:8](=[CH:9][CH:10]=1)[N:7]([C:11]1[CH:16]=[CH:15][C:14]([NH2:17])=[CH:13][CH:12]=1)[N:6]=[CH:5]2.[OH:18][CH:19]1[CH2:24][CH2:23][N:22]([C:25]2[CH:33]=[CH:32][C:28]([C:29]([O-])=[O:30])=[CH:27][CH:26]=2)[CH2:21][CH2:20]1.